From a dataset of Catalyst prediction with 721,799 reactions and 888 catalyst types from USPTO. Predict which catalyst facilitates the given reaction. (1) Reactant: Cl.[NH2:2][C@H:3]([C:5]([O:7][CH3:8])=[O:6])[CH3:4].Cl[C:10]1[C:15]([N+:16]([O-:18])=[O:17])=[CH:14][CH:13]=[CH:12][N:11]=1.C(N(CC)CC)C. Product: [N+:16]([C:15]1[C:10]([NH:2][C@H:3]([C:5]([O:7][CH3:8])=[O:6])[CH3:4])=[N:11][CH:12]=[CH:13][CH:14]=1)([O-:18])=[O:17]. The catalyst class is: 8. (2) Reactant: [CH3:1][O:2][CH2:3][CH2:4][OH:5].Cl[C:7]1[N:11]=[C:10]([CH:12]2[CH2:17][CH:16]([C:18]3[CH:23]=[CH:22][C:21]([C:24]([F:27])([F:26])[F:25])=[CH:20][CH:19]=3)[CH2:15][N:14]([C:28]([N:30]3[CH2:35][CH2:34][O:33][CH2:32][CH2:31]3)=[O:29])[CH2:13]2)[O:9][N:8]=1.O. Product: [CH3:1][O:2][CH2:3][CH2:4][O:5][C:7]1[N:11]=[C:10]([CH:12]2[CH2:17][CH:16]([C:18]3[CH:23]=[CH:22][C:21]([C:24]([F:27])([F:25])[F:26])=[CH:20][CH:19]=3)[CH2:15][N:14]([C:28]([N:30]3[CH2:31][CH2:32][O:33][CH2:34][CH2:35]3)=[O:29])[CH2:13]2)[O:9][N:8]=1. The catalyst class is: 12. (3) Reactant: C(OC(=O)[NH:7][C:8]1[CH:13]=[CH:12][C:11]([NH:14][C:15]2[CH:20]=[C:19]([C:21]3[CH:22]=[CH:23][C:24]4[O:28][CH:27]([CH3:29])[CH2:26][C:25]=4[CH:30]=3)[N:18]=[CH:17][N:16]=2)=[CH:10][CH:9]=1)(C)(C)C.[ClH:32]. Product: [ClH:32].[ClH:32].[CH3:29][CH:27]1[CH2:26][C:25]2[CH:30]=[C:21]([C:19]3[N:18]=[CH:17][N:16]=[C:15]([NH:14][C:11]4[CH:12]=[CH:13][C:8]([NH2:7])=[CH:9][CH:10]=4)[CH:20]=3)[CH:22]=[CH:23][C:24]=2[O:28]1. The catalyst class is: 472. (4) Reactant: [CH:1]([O:4][C:5]([N:7]1[CH2:13][CH2:12][CH2:11][C:10](=[N:14]O)[C:9]2[CH:16]=[CH:17][C:18]([Cl:20])=[CH:19][C:8]1=2)=[O:6])([CH3:3])[CH3:2].[BH4-].[Na+].[OH-].[Na+]. Product: [CH:1]([O:4][C:5]([N:7]1[CH2:13][CH2:12][CH2:11][CH:10]([NH2:14])[C:9]2[CH:16]=[CH:17][C:18]([Cl:20])=[CH:19][C:8]1=2)=[O:6])([CH3:3])[CH3:2]. The catalyst class is: 475.